Dataset: Full USPTO retrosynthesis dataset with 1.9M reactions from patents (1976-2016). Task: Predict the reactants needed to synthesize the given product. (1) The reactants are: [Br:1][C:2]1[S:6][C:5]([C:7]2[CH2:11][CH:10](NC)[O:9][N:8]=2)=[CH:4][CH:3]=1.[CH2:14]([N:16]([CH2:19]C)CC)[CH3:15].ClCCl.C(Cl)(=[O:26])C. Given the product [Br:1][C:2]1[S:6][C:5]([C:7]2[CH2:11][CH:10]([CH2:19][NH:16][C:14](=[O:26])[CH3:15])[O:9][N:8]=2)=[CH:4][CH:3]=1, predict the reactants needed to synthesize it. (2) Given the product [CH3:19][C:4]1[N:3]=[C:2]([C:28]2[S:32][CH:31]=[N:30][CH:29]=2)[N:7]=[C:6]([NH:8][C:9]2[CH:14]=[C:13]([C:15]([F:18])([F:17])[F:16])[CH:12]=[CH:11][N:10]=2)[CH:5]=1, predict the reactants needed to synthesize it. The reactants are: Cl[C:2]1[N:7]=[C:6]([NH:8][C:9]2[CH:14]=[C:13]([C:15]([F:18])([F:17])[F:16])[CH:12]=[CH:11][N:10]=2)[CH:5]=[C:4]([CH3:19])[N:3]=1.CC1(C)C(C)(C)OB([C:28]2[S:32][CH:31]=[N:30][CH:29]=2)O1.C(=O)([O-])[O-].[Na+].[Na+].ClCCl.